From a dataset of Full USPTO retrosynthesis dataset with 1.9M reactions from patents (1976-2016). Predict the reactants needed to synthesize the given product. (1) The reactants are: [F:1][C:2]1[CH:7]=[C:6]([O:8][CH3:9])[CH:5]=[CH:4][C:3]=1[C:10]1[N:15]=[CH:14][C:13]([C:16]([O:18][CH3:19])=[O:17])=[C:12]([C:20]([F:23])([F:22])[F:21])[CH:11]=1.[I:24]I. Given the product [F:1][C:2]1[CH:7]=[C:6]([O:8][CH3:9])[C:5]([I:24])=[CH:4][C:3]=1[C:10]1[N:15]=[CH:14][C:13]([C:16]([O:18][CH3:19])=[O:17])=[C:12]([C:20]([F:23])([F:21])[F:22])[CH:11]=1, predict the reactants needed to synthesize it. (2) Given the product [C:23]([OH:30])(=[O:29])/[CH:24]=[CH:25]/[C:26]([OH:28])=[O:27].[Cl:1][C:2]1[CH:9]=[CH:8][C:5]([C:6]#[N:7])=[C:4]([O:10][C:11]2[CH:16]=[CH:15][CH:14]=[C:13]([CH2:17][NH:22][CH3:21])[C:12]=2[CH2:19][CH3:20])[CH:3]=1, predict the reactants needed to synthesize it. The reactants are: [Cl:1][C:2]1[CH:9]=[CH:8][C:5]([C:6]#[N:7])=[C:4]([O:10][C:11]2[CH:16]=[CH:15][CH:14]=[C:13]([CH2:17]Cl)[C:12]=2[CH2:19][CH3:20])[CH:3]=1.[CH3:21][NH2:22].[C:23]([OH:30])(=[O:29])/[CH:24]=[CH:25]/[C:26]([OH:28])=[O:27]. (3) Given the product [C:18]([O:17][C:15]([N:22]1[CH2:27][CH2:26][N:25]([CH2:13][CH2:12][C:8]2[CH:7]=[C:6]3[C:11](=[CH:10][CH:9]=2)[C:2](=[O:1])[O:3][CH2:4][CH2:5]3)[CH2:24][CH2:23]1)=[O:16])([CH3:21])([CH3:19])[CH3:20], predict the reactants needed to synthesize it. The reactants are: [O:1]=[C:2]1[C:11]2[C:6](=[CH:7][C:8]([CH2:12][CH:13]=O)=[CH:9][CH:10]=2)[CH2:5][CH2:4][O:3]1.[C:15]([N:22]1[CH2:27][CH2:26][NH:25][CH2:24][CH2:23]1)([O:17][C:18]([CH3:21])([CH3:20])[CH3:19])=[O:16].C(O[BH-](OC(=O)C)OC(=O)C)(=O)C.[Na+].C(=O)(O)[O-].[Na+]. (4) Given the product [CH3:19][O:18][C:14]1[NH:13][C:12](=[O:20])[C:11]([CH2:9][C:6]2[CH:5]=[CH:4][C:3]([O:2][CH3:1])=[CH:8][CH:7]=2)=[C:16]([CH3:17])[CH:15]=1, predict the reactants needed to synthesize it. The reactants are: [CH3:1][O:2][C:3]1[CH:8]=[CH:7][C:6]([C:9]([C:11]2[C:12]([OH:20])=[N:13][C:14]([O:18][CH3:19])=[CH:15][C:16]=2[CH3:17])=O)=[CH:5][CH:4]=1.C([BH3-])#N.[Na+].